Dataset: NCI-60 drug combinations with 297,098 pairs across 59 cell lines. Task: Regression. Given two drug SMILES strings and cell line genomic features, predict the synergy score measuring deviation from expected non-interaction effect. (1) Drug 1: CCN(CC)CCCC(C)NC1=C2C=C(C=CC2=NC3=C1C=CC(=C3)Cl)OC. Drug 2: CC1CCCC2(C(O2)CC(NC(=O)CC(C(C(=O)C(C1O)C)(C)C)O)C(=CC3=CSC(=N3)C)C)C. Cell line: TK-10. Synergy scores: CSS=48.2, Synergy_ZIP=3.39, Synergy_Bliss=3.62, Synergy_Loewe=2.69, Synergy_HSA=7.35. (2) Drug 1: C1CC(C1)(C(=O)O)C(=O)O.[NH2-].[NH2-].[Pt+2]. Drug 2: C(=O)(N)NO. Cell line: EKVX. Synergy scores: CSS=-2.19, Synergy_ZIP=1.86, Synergy_Bliss=2.19, Synergy_Loewe=-2.40, Synergy_HSA=-1.99.